From a dataset of Catalyst prediction with 721,799 reactions and 888 catalyst types from USPTO. Predict which catalyst facilitates the given reaction. The catalyst class is: 254. Product: [Br:22][C:17]1[C:18]([CH3:21])=[N:19][O:20][C:16]=1[NH:15][S:2]([C:5]1[S:6][C:7]([C:10]2[S:11][CH:12]=[CH:13][CH:14]=2)=[CH:8][CH:9]=1)(=[O:4])=[O:3]. Reactant: Cl[S:2]([C:5]1[S:6][C:7]([C:10]2[S:11][CH:12]=[CH:13][CH:14]=2)=[CH:8][CH:9]=1)(=[O:4])=[O:3].[NH2:15][C:16]1[O:20][N:19]=[C:18]([CH3:21])[C:17]=1[Br:22].